This data is from NCI-60 drug combinations with 297,098 pairs across 59 cell lines. The task is: Regression. Given two drug SMILES strings and cell line genomic features, predict the synergy score measuring deviation from expected non-interaction effect. (1) Drug 1: CC1=CC2C(CCC3(C2CCC3(C(=O)C)OC(=O)C)C)C4(C1=CC(=O)CC4)C. Drug 2: CCC1(C2=C(COC1=O)C(=O)N3CC4=CC5=C(C=CC(=C5CN(C)C)O)N=C4C3=C2)O.Cl. Cell line: NCI-H226. Synergy scores: CSS=19.3, Synergy_ZIP=-0.941, Synergy_Bliss=4.09, Synergy_Loewe=-89.6, Synergy_HSA=-1.05. (2) Drug 1: CCCS(=O)(=O)NC1=C(C(=C(C=C1)F)C(=O)C2=CNC3=C2C=C(C=N3)C4=CC=C(C=C4)Cl)F. Drug 2: CC1=C2C(C(=O)C3(C(CC4C(C3C(C(C2(C)C)(CC1OC(=O)C(C(C5=CC=CC=C5)NC(=O)C6=CC=CC=C6)O)O)OC(=O)C7=CC=CC=C7)(CO4)OC(=O)C)O)C)OC(=O)C. Cell line: COLO 205. Synergy scores: CSS=66.3, Synergy_ZIP=8.38, Synergy_Bliss=8.34, Synergy_Loewe=-1.10, Synergy_HSA=8.50. (3) Drug 1: CC1C(C(=O)NC(C(=O)N2CCCC2C(=O)N(CC(=O)N(C(C(=O)O1)C(C)C)C)C)C(C)C)NC(=O)C3=C4C(=C(C=C3)C)OC5=C(C(=O)C(=C(C5=N4)C(=O)NC6C(OC(=O)C(N(C(=O)CN(C(=O)C7CCCN7C(=O)C(NC6=O)C(C)C)C)C)C(C)C)C)N)C. Drug 2: C1CN(CCN1C(=O)CCBr)C(=O)CCBr. Cell line: SF-539. Synergy scores: CSS=32.5, Synergy_ZIP=-6.19, Synergy_Bliss=0.547, Synergy_Loewe=-8.04, Synergy_HSA=2.81. (4) Drug 1: CN1CCC(CC1)COC2=C(C=C3C(=C2)N=CN=C3NC4=C(C=C(C=C4)Br)F)OC. Drug 2: CCN(CC)CCCC(C)NC1=C2C=C(C=CC2=NC3=C1C=CC(=C3)Cl)OC. Cell line: HOP-62. Synergy scores: CSS=32.5, Synergy_ZIP=-8.18, Synergy_Bliss=-0.0421, Synergy_Loewe=-3.99, Synergy_HSA=-0.0606.